This data is from Reaction yield outcomes from USPTO patents with 853,638 reactions. The task is: Predict the reaction yield, written as a fraction of the theoretical maximum amount of product (1.0 means a 100% yield; for example, 0.34 means a 34% yield). (1) The reactants are I[CH2:2][CH2:3][C@@H:4]([O:11][C:12]1[C:20]2[S:19][C:18]([C:21]#[N:22])=[CH:17][C:16]=2[CH:15]=[CH:14][CH:13]=1)[C:5]1[CH:10]=[CH:9][CH:8]=[CH:7][CH:6]=1.[CH3:23][NH2:24].[C:25]([OH:32])(=[O:31])/[CH:26]=[CH:27]/[C:28]([OH:30])=[O:29]. The catalyst is O1CCCC1.CO. The product is [C:25]([OH:32])(=[O:31])/[CH:26]=[CH:27]/[C:28]([OH:30])=[O:29].[S:19]1[C:20]2[C:12]([O:11][C@@H:4]([C:5]3[CH:10]=[CH:9][CH:8]=[CH:7][CH:6]=3)[CH2:3][CH2:2][NH:24][CH3:23])=[CH:13][CH:14]=[CH:15][C:16]=2[CH:17]=[C:18]1[C:21]#[N:22]. The yield is 0.740. (2) The reactants are [F:1][C:2]1[CH:7]=[CH:6][CH:5]=[C:4]([F:8])[C:3]=1[C:9]1[N:14]=[C:13]([CH3:15])[C:12]([CH:16]([CH2:21][CH2:22][CH3:23])[C:17]([O:19]C)=[O:18])=[C:11]([C:24]2[CH:29]=[CH:28][C:27]([CH3:30])=[CH:26][CH:25]=2)[N:10]=1.[OH-].[Na+]. The catalyst is CO. The product is [F:1][C:2]1[CH:7]=[CH:6][CH:5]=[C:4]([F:8])[C:3]=1[C:9]1[N:14]=[C:13]([CH3:15])[C:12]([CH:16]([CH2:21][CH2:22][CH3:23])[C:17]([OH:19])=[O:18])=[C:11]([C:24]2[CH:29]=[CH:28][C:27]([CH3:30])=[CH:26][CH:25]=2)[N:10]=1. The yield is 0.690. (3) The reactants are [Br:1][C:2]1[CH:3]=[C:4]2[C:8](=[CH:9][CH:10]=1)[NH:7][C:6](=[O:11])[C:5]2=[O:12].[H-].[Na+].Br.Br[CH2:17][C:18]1[CH:23]=[CH:22][CH:21]=[CH:20][N:19]=1. The catalyst is CN(C)C=O. The product is [Br:1][C:2]1[CH:3]=[C:4]2[C:8](=[CH:9][CH:10]=1)[N:7]([CH2:17][C:18]1[CH:23]=[CH:22][CH:21]=[CH:20][N:19]=1)[C:6](=[O:11])[C:5]2=[O:12]. The yield is 0.350. (4) The reactants are [Br:1][C:2]1[CH:3]=[C:4]([NH:9][C:10]([C:13]2[C:17]([NH:18][CH2:19][CH2:20][O:21][CH3:22])=[N:16][O:15][N:14]=2)=[N:11][OH:12])[CH:5]=[CH:6][C:7]=1[F:8].[C:23](N1C=CN=C1)(N1C=CN=C1)=[O:24]. The catalyst is C(OCC)(=O)C. The product is [Br:1][C:2]1[CH:3]=[C:4]([N:9]2[C:23](=[O:24])[O:12][N:11]=[C:10]2[C:13]2[C:17]([NH:18][CH2:19][CH2:20][O:21][CH3:22])=[N:16][O:15][N:14]=2)[CH:5]=[CH:6][C:7]=1[F:8]. The yield is 0.980. (5) The yield is 0.820. The reactants are [Cl:1][C:2]1[CH:10]=[C:9]2[C:5]([CH:6]=[C:7]([C:11]([O:13][CH3:14])=[O:12])[NH:8]2)=[CH:4][CH:3]=1.[H-].[Na+].Cl[CH2:18][C:19]#[N:20]. The catalyst is CN(C=O)C. The product is [Cl:1][C:2]1[CH:10]=[C:9]2[C:5]([CH:6]=[C:7]([C:11]([O:13][CH3:14])=[O:12])[N:8]2[CH2:18][C:19]#[N:20])=[CH:4][CH:3]=1.